Dataset: Full USPTO retrosynthesis dataset with 1.9M reactions from patents (1976-2016). Task: Predict the reactants needed to synthesize the given product. Given the product [Cl:8][C:6]1[CH:7]=[C:2]([O:42][CH:40]([CH3:41])[CH3:39])[N:3]=[C:4]([S:9][CH2:10][C:11]2[CH:16]=[CH:15][CH:14]=[C:13]([F:17])[C:12]=2[F:18])[N:5]=1, predict the reactants needed to synthesize it. The reactants are: Cl[C:2]1[CH:7]=[C:6]([Cl:8])[N:5]=[C:4]([S:9][CH2:10][C:11]2[CH:16]=[CH:15][CH:14]=[C:13]([F:17])[C:12]=2[F:18])[N:3]=1.FC1C(F)=CC=CC=1CSC1N=C(O)C=C(O)N=1.[H-].[Na+].[CH3:39][CH:40]([OH:42])[CH3:41].